The task is: Predict which catalyst facilitates the given reaction.. This data is from Catalyst prediction with 721,799 reactions and 888 catalyst types from USPTO. (1) Reactant: Br[C:2]1[CH:3]=[C:4]([CH:21]=[CH:22][C:23]=1[F:24])[CH2:5][CH2:6][C:7]1[NH:8][CH:9]=[C:10]([CH2:14][C:15]2[CH:16]=[N:17][CH:18]=[N:19][CH:20]=2)[C:11](=[O:13])[N:12]=1.[Cu][C:26]#[N:27]. Product: [F:24][C:23]1[CH:22]=[CH:21][C:4]([CH2:5][CH2:6][C:7]2[NH:8][CH:9]=[C:10]([CH2:14][C:15]3[CH:16]=[N:17][CH:18]=[N:19][CH:20]=3)[C:11](=[O:13])[N:12]=2)=[CH:3][C:2]=1[C:26]#[N:27]. The catalyst class is: 37. (2) Reactant: [Cl:1][C:2]1[CH:36]=[CH:35][C:5]([CH2:6][C:7]2[N:8]=[C:9]([C:25]3[CH:30]=[CH:29][N:28]=[C:27]([NH:31][C:32](=[O:34])[CH3:33])[CH:26]=3)[S:10][C:11]=2[C:12]2[N:16](COCC[Si](C)(C)C)[N:15]=[CH:14][N:13]=2)=[CH:4][CH:3]=1.FC(F)(F)C(O)=O. Product: [Cl:1][C:2]1[CH:36]=[CH:35][C:5]([CH2:6][C:7]2[N:8]=[C:9]([C:25]3[CH:30]=[CH:29][N:28]=[C:27]([NH:31][C:32](=[O:34])[CH3:33])[CH:26]=3)[S:10][C:11]=2[C:12]2[NH:13][CH:14]=[N:15][N:16]=2)=[CH:4][CH:3]=1. The catalyst class is: 4.